Dataset: NCI-60 drug combinations with 297,098 pairs across 59 cell lines. Task: Regression. Given two drug SMILES strings and cell line genomic features, predict the synergy score measuring deviation from expected non-interaction effect. (1) Drug 1: CN1C(=O)N2C=NC(=C2N=N1)C(=O)N. Drug 2: COC1=C2C(=CC3=C1OC=C3)C=CC(=O)O2. Cell line: HCC-2998. Synergy scores: CSS=-2.84, Synergy_ZIP=6.04, Synergy_Bliss=4.97, Synergy_Loewe=0.882, Synergy_HSA=-5.26. (2) Drug 2: CCCCCOC(=O)NC1=NC(=O)N(C=C1F)C2C(C(C(O2)C)O)O. Synergy scores: CSS=-0.568, Synergy_ZIP=0.900, Synergy_Bliss=0.115, Synergy_Loewe=-4.34, Synergy_HSA=-3.30. Cell line: OVCAR-4. Drug 1: CN(C)C1=NC(=NC(=N1)N(C)C)N(C)C. (3) Drug 1: C1CC(=O)NC(=O)C1N2CC3=C(C2=O)C=CC=C3N. Drug 2: C1CCC(CC1)NC(=O)N(CCCl)N=O. Cell line: UACC-257. Synergy scores: CSS=15.0, Synergy_ZIP=-0.814, Synergy_Bliss=5.25, Synergy_Loewe=2.47, Synergy_HSA=3.18. (4) Drug 1: C1=CC(=CC=C1C#N)C(C2=CC=C(C=C2)C#N)N3C=NC=N3. Drug 2: C(CC(=O)O)C(=O)CN.Cl. Cell line: UO-31. Synergy scores: CSS=5.44, Synergy_ZIP=-1.90, Synergy_Bliss=0.795, Synergy_Loewe=0.636, Synergy_HSA=0.274. (5) Cell line: RXF 393. Synergy scores: CSS=6.44, Synergy_ZIP=-1.13, Synergy_Bliss=1.14, Synergy_Loewe=-4.42, Synergy_HSA=-1.50. Drug 2: C1CCC(C(C1)N)N.C(=O)(C(=O)[O-])[O-].[Pt+4]. Drug 1: CCC(=C(C1=CC=CC=C1)C2=CC=C(C=C2)OCCN(C)C)C3=CC=CC=C3.C(C(=O)O)C(CC(=O)O)(C(=O)O)O. (6) Drug 1: C1=NC2=C(N1)C(=S)N=C(N2)N. Drug 2: CCN(CC)CCCC(C)NC1=C2C=C(C=CC2=NC3=C1C=CC(=C3)Cl)OC. Cell line: HCT116. Synergy scores: CSS=62.0, Synergy_ZIP=2.44, Synergy_Bliss=0.329, Synergy_Loewe=1.93, Synergy_HSA=4.26. (7) Drug 1: C1=NC2=C(N1)C(=S)N=C(N2)N. Drug 2: CN(C(=O)NC(C=O)C(C(C(CO)O)O)O)N=O. Cell line: UO-31. Synergy scores: CSS=25.9, Synergy_ZIP=0.279, Synergy_Bliss=-0.817, Synergy_Loewe=-22.2, Synergy_HSA=-0.496.